This data is from Reaction yield outcomes from USPTO patents with 853,638 reactions. The task is: Predict the reaction yield, written as a fraction of the theoretical maximum amount of product (1.0 means a 100% yield; for example, 0.34 means a 34% yield). (1) The reactants are Br[C:2]1[C:3]2[N:4]([CH:8]=[C:9]([C:11]3[CH:16]=[CH:15][C:14]([C:17]([CH3:20])([CH3:19])[CH3:18])=[CH:13][CH:12]=3)[N:10]=2)[CH:5]=[CH:6][CH:7]=1.C(P(C(C)(C)C)C1C=CC=CC=1C1C=CC=CC=1)(C)(C)C.CC(C)([O-])C.[Na+].[NH:48]1[CH2:53][CH2:52][NH:51][CH2:50][CH2:49]1. The catalyst is C1(C)C=CC=CC=1. The product is [C:17]([C:14]1[CH:15]=[CH:16][C:11]([C:9]2[N:10]=[C:3]3[C:2]([N:48]4[CH2:53][CH2:52][NH:51][CH2:50][CH2:49]4)=[CH:7][CH:6]=[CH:5][N:4]3[CH:8]=2)=[CH:12][CH:13]=1)([CH3:20])([CH3:19])[CH3:18]. The yield is 0.760. (2) The reactants are [F:1][C:2]([F:19])([CH:8]([O:13]C(=O)C(C)=C)[CH2:9][CH:10](C)C)[C:3]([O:5][CH2:6]C)=[O:4].CO.[C:22](=O)([O-])O.[Na+]. The catalyst is O.C1(C)C=CC(S(O)(=O)=O)=CC=1.C1C=CC=CC=1. The product is [F:19][C:2]([F:1])([CH:8]([OH:13])[CH:9]([CH3:10])[CH3:22])[C:3]([O:5][CH3:6])=[O:4]. The yield is 0.850. (3) The reactants are [CH3:1][O:2][C:3]([C:5]1[N:6]=[CH:7][NH:8][CH:9]=1)=[O:4].[CH3:10][Si:11]([CH3:18])([CH3:17])[CH2:12][CH2:13][O:14][CH2:15]Cl.C([O-])([O-])=O.[K+].[K+].CN(C=O)C. The catalyst is CCOC(C)=O. The product is [CH3:1][O:2][C:3]([C:5]1[N:6]=[CH:7][N:8]([CH2:15][O:14][CH2:13][CH2:12][Si:11]([CH3:18])([CH3:17])[CH3:10])[CH:9]=1)=[O:4]. The yield is 0.600.